This data is from NCI-60 drug combinations with 297,098 pairs across 59 cell lines. The task is: Regression. Given two drug SMILES strings and cell line genomic features, predict the synergy score measuring deviation from expected non-interaction effect. (1) Drug 1: CC1C(C(=O)NC(C(=O)N2CCCC2C(=O)N(CC(=O)N(C(C(=O)O1)C(C)C)C)C)C(C)C)NC(=O)C3=C4C(=C(C=C3)C)OC5=C(C(=O)C(=C(C5=N4)C(=O)NC6C(OC(=O)C(N(C(=O)CN(C(=O)C7CCCN7C(=O)C(NC6=O)C(C)C)C)C)C(C)C)C)N)C. Drug 2: C1=NC2=C(N1)C(=S)N=CN2. Cell line: OVCAR-5. Synergy scores: CSS=33.7, Synergy_ZIP=-7.13, Synergy_Bliss=-5.97, Synergy_Loewe=-11.7, Synergy_HSA=-1.36. (2) Drug 1: COC1=C(C=C2C(=C1)N=CN=C2NC3=CC(=C(C=C3)F)Cl)OCCCN4CCOCC4. Drug 2: CN1C(=O)N2C=NC(=C2N=N1)C(=O)N. Cell line: UACC62. Synergy scores: CSS=16.9, Synergy_ZIP=-2.29, Synergy_Bliss=3.52, Synergy_Loewe=-16.9, Synergy_HSA=1.48. (3) Drug 1: C1=C(C(=O)NC(=O)N1)F. Drug 2: CN(CC1=CN=C2C(=N1)C(=NC(=N2)N)N)C3=CC=C(C=C3)C(=O)NC(CCC(=O)O)C(=O)O. Cell line: KM12. Synergy scores: CSS=31.5, Synergy_ZIP=-12.2, Synergy_Bliss=-11.6, Synergy_Loewe=0.990, Synergy_HSA=-5.13. (4) Drug 1: COC1=C(C=C2C(=C1)N=CN=C2NC3=CC(=C(C=C3)F)Cl)OCCCN4CCOCC4. Drug 2: CCC1=C2CN3C(=CC4=C(C3=O)COC(=O)C4(CC)O)C2=NC5=C1C=C(C=C5)O. Cell line: OVCAR3. Synergy scores: CSS=52.4, Synergy_ZIP=-1.27, Synergy_Bliss=-2.27, Synergy_Loewe=3.56, Synergy_HSA=5.51.